From a dataset of Forward reaction prediction with 1.9M reactions from USPTO patents (1976-2016). Predict the product of the given reaction. (1) Given the reactants [Br:1][C:2]1[CH:7]=[CH:6][C:5]([O:8][CH3:9])=[C:4]([OH:10])[C:3]=1[OH:11].C(=O)([O-])[O-].[K+].[K+].[CH3:18][O:19][CH2:20]Cl, predict the reaction product. The product is: [Br:1][C:2]1[C:3]([O:11][CH2:18][O:19][CH3:20])=[C:4]([OH:10])[C:5]([O:8][CH3:9])=[CH:6][CH:7]=1. (2) Given the reactants [NH2:1][C:2]1[O:6][N:5]=[C:4]([C:7]2[CH:12]=[CH:11][CH:10]=[CH:9][C:8]=2[F:13])[C:3]=1[C:14]([OH:16])=O.Cl.C(N=C=N[CH2:23][CH2:24][CH2:25][N:26]([CH3:28])C)C.N1CCN([C:35]([O:37][CH3:38])=[O:36])CC1.Cl[CH2:40]Cl, predict the reaction product. The product is: [CH3:38][O:37][C:35]([CH:23]1[CH2:24][CH2:25][N:26]([C:14]([C:3]2[C:4]([C:7]3[CH:12]=[CH:11][CH:10]=[CH:9][C:8]=3[F:13])=[N:5][O:6][C:2]=2[NH2:1])=[O:16])[CH2:28][CH2:40]1)=[O:36]. (3) Given the reactants [CH2:1]([O:8][C:9]1[CH:13]=[C:12]([CH2:14][CH2:15][C:16](O)=[O:17])[N:11]([CH2:19][C:20]2[CH:25]=[CH:24][C:23]([Cl:26])=[CH:22][C:21]=2[Cl:27])[N:10]=1)[C:2]1[CH:7]=[CH:6][CH:5]=[CH:4][CH:3]=1.[CH2:28]([S:33]([NH2:36])(=[O:35])=[O:34])[CH2:29][CH2:30][CH2:31][CH3:32].N12CCCN=C1CCCCC2, predict the reaction product. The product is: [CH2:1]([O:8][C:9]1[CH:13]=[C:12]([CH2:14][CH2:15][C:16]([NH:36][S:33]([CH2:28][CH2:29][CH2:30][CH2:31][CH3:32])(=[O:35])=[O:34])=[O:17])[N:11]([CH2:19][C:20]2[CH:25]=[CH:24][C:23]([Cl:26])=[CH:22][C:21]=2[Cl:27])[N:10]=1)[C:2]1[CH:3]=[CH:4][CH:5]=[CH:6][CH:7]=1.